From a dataset of Peptide-MHC class II binding affinity with 134,281 pairs from IEDB. Regression. Given a peptide amino acid sequence and an MHC pseudo amino acid sequence, predict their binding affinity value. This is MHC class II binding data. (1) The peptide sequence is WFINWYLPISQLFYN. The MHC is HLA-DPA10201-DPB10101 with pseudo-sequence HLA-DPA10201-DPB10101. The binding affinity (normalized) is 0.557. (2) The peptide sequence is SCWAFSGVAATESAY. The MHC is HLA-DPA10301-DPB10402 with pseudo-sequence HLA-DPA10301-DPB10402. The binding affinity (normalized) is 0.236. (3) The peptide sequence is GGNFAGGGFGMLLRK. The MHC is HLA-DPA10103-DPB10201 with pseudo-sequence HLA-DPA10103-DPB10201. The binding affinity (normalized) is 0.603.